Dataset: NCI-60 drug combinations with 297,098 pairs across 59 cell lines. Task: Regression. Given two drug SMILES strings and cell line genomic features, predict the synergy score measuring deviation from expected non-interaction effect. (1) Drug 1: CN1C(=O)N2C=NC(=C2N=N1)C(=O)N. Drug 2: COC1=NC(=NC2=C1N=CN2C3C(C(C(O3)CO)O)O)N. Cell line: UACC62. Synergy scores: CSS=1.59, Synergy_ZIP=1.06, Synergy_Bliss=3.40, Synergy_Loewe=1.62, Synergy_HSA=1.28. (2) Drug 1: C1=CC(=CC=C1CCCC(=O)O)N(CCCl)CCCl. Drug 2: C1=CC(=CC=C1C#N)C(C2=CC=C(C=C2)C#N)N3C=NC=N3. Cell line: HT29. Synergy scores: CSS=5.69, Synergy_ZIP=-6.14, Synergy_Bliss=-6.48, Synergy_Loewe=-10.4, Synergy_HSA=-8.50. (3) Drug 1: CC1=C2C(C(=O)C3(C(CC4C(C3C(C(C2(C)C)(CC1OC(=O)C(C(C5=CC=CC=C5)NC(=O)OC(C)(C)C)O)O)OC(=O)C6=CC=CC=C6)(CO4)OC(=O)C)OC)C)OC. Drug 2: CNC(=O)C1=CC=CC=C1SC2=CC3=C(C=C2)C(=NN3)C=CC4=CC=CC=N4. Cell line: TK-10. Synergy scores: CSS=41.7, Synergy_ZIP=1.69, Synergy_Bliss=1.44, Synergy_Loewe=-15.8, Synergy_HSA=1.74. (4) Drug 1: CCC(=C(C1=CC=CC=C1)C2=CC=C(C=C2)OCCN(C)C)C3=CC=CC=C3.C(C(=O)O)C(CC(=O)O)(C(=O)O)O. Drug 2: C(CC(=O)O)C(=O)CN.Cl. Cell line: UACC62. Synergy scores: CSS=-1.67, Synergy_ZIP=1.62, Synergy_Bliss=1.03, Synergy_Loewe=-0.376, Synergy_HSA=-2.31. (5) Drug 1: CC1=C(N=C(N=C1N)C(CC(=O)N)NCC(C(=O)N)N)C(=O)NC(C(C2=CN=CN2)OC3C(C(C(C(O3)CO)O)O)OC4C(C(C(C(O4)CO)O)OC(=O)N)O)C(=O)NC(C)C(C(C)C(=O)NC(C(C)O)C(=O)NCCC5=NC(=CS5)C6=NC(=CS6)C(=O)NCCC[S+](C)C)O. Drug 2: C1CN(P(=O)(OC1)NCCCl)CCCl. Cell line: BT-549. Synergy scores: CSS=26.8, Synergy_ZIP=-7.70, Synergy_Bliss=0.961, Synergy_Loewe=-50.6, Synergy_HSA=1.09. (6) Drug 1: CC1C(C(CC(O1)OC2CC(CC3=C2C(=C4C(=C3O)C(=O)C5=C(C4=O)C(=CC=C5)OC)O)(C(=O)CO)O)N)O.Cl. Drug 2: C(CC(=O)O)C(=O)CN.Cl. Cell line: A549. Synergy scores: CSS=11.5, Synergy_ZIP=-2.78, Synergy_Bliss=0.295, Synergy_Loewe=-1.48, Synergy_HSA=0.652.